From a dataset of NCI-60 drug combinations with 297,098 pairs across 59 cell lines. Regression. Given two drug SMILES strings and cell line genomic features, predict the synergy score measuring deviation from expected non-interaction effect. (1) Drug 1: CC12CCC(CC1=CCC3C2CCC4(C3CC=C4C5=CN=CC=C5)C)O. Drug 2: CC(C)NC(=O)C1=CC=C(C=C1)CNNC.Cl. Cell line: MDA-MB-435. Synergy scores: CSS=26.5, Synergy_ZIP=9.78, Synergy_Bliss=15.4, Synergy_Loewe=10.6, Synergy_HSA=12.2. (2) Synergy scores: CSS=4.79, Synergy_ZIP=5.37, Synergy_Bliss=2.79, Synergy_Loewe=0.690, Synergy_HSA=0.266. Drug 1: CC1=C(C=C(C=C1)NC2=NC=CC(=N2)N(C)C3=CC4=NN(C(=C4C=C3)C)C)S(=O)(=O)N.Cl. Drug 2: CN(C(=O)NC(C=O)C(C(C(CO)O)O)O)N=O. Cell line: HS 578T. (3) Drug 1: C1C(C(OC1N2C=C(C(=O)NC2=O)F)CO)O. Drug 2: CC1=C(C(=O)C2=C(C1=O)N3CC4C(C3(C2COC(=O)N)OC)N4)N. Cell line: MALME-3M. Synergy scores: CSS=18.5, Synergy_ZIP=-6.18, Synergy_Bliss=-2.18, Synergy_Loewe=0.946, Synergy_HSA=1.69. (4) Drug 1: COC1=CC(=CC(=C1O)OC)C2C3C(COC3=O)C(C4=CC5=C(C=C24)OCO5)OC6C(C(C7C(O6)COC(O7)C8=CC=CS8)O)O. Drug 2: CNC(=O)C1=NC=CC(=C1)OC2=CC=C(C=C2)NC(=O)NC3=CC(=C(C=C3)Cl)C(F)(F)F. Cell line: 786-0. Synergy scores: CSS=32.8, Synergy_ZIP=-5.44, Synergy_Bliss=-0.608, Synergy_Loewe=-3.36, Synergy_HSA=2.18.